Dataset: Reaction yield outcomes from USPTO patents with 853,638 reactions. Task: Predict the reaction yield, written as a fraction of the theoretical maximum amount of product (1.0 means a 100% yield; for example, 0.34 means a 34% yield). (1) The reactants are [F:1][C:2]([F:26])([F:25])[O:3][C:4]1[CH:9]=[CH:8][C:7]([N:10]2[CH:14]=[N:13][C:12]([C:15]3[CH:20]=[CH:19][C:18]([CH2:21][CH2:22][CH2:23][NH2:24])=[CH:17][CH:16]=3)=[N:11]2)=[CH:6][CH:5]=1.[C:27](=[O:30])(O)[O-].[Na+].ClC(Cl)(OC(=O)OC(Cl)(Cl)Cl)Cl.C(=O)([O-])[O-].[Cs+].[Cs+].[CH:50]([C:53]1[CH:58]=[CH:57][C:56]([CH3:59])=[CH:55][C:54]=1[NH:60][C:61]([NH2:63])=[S:62])([CH3:52])[CH3:51]. The catalyst is ClCCl.C(OCC)(=O)C.O. The product is [CH:50]([C:53]1[CH:58]=[CH:57][C:56]([CH3:59])=[CH:55][C:54]=1[NH:60][C:61]([NH:63][C:27]([NH:24][CH2:23][CH2:22][CH2:21][C:18]1[CH:19]=[CH:20][C:15]([C:12]2[N:13]=[CH:14][N:10]([C:7]3[CH:6]=[CH:5][C:4]([O:3][C:2]([F:1])([F:25])[F:26])=[CH:9][CH:8]=3)[N:11]=2)=[CH:16][CH:17]=1)=[O:30])=[S:62])([CH3:52])[CH3:51]. The yield is 0.380. (2) The reactants are [CH3:1][O:2][C:3]1[CH:10]=[C:9]([O:11][CH:12]2[CH2:17][CH2:16][CH2:15][CH2:14][O:13]2)[CH:8]=[CH:7][C:4]=1[CH:5]=O.[N:18]1([CH2:23][CH2:24][O:25][C:26]2[CH:31]=[CH:30][C:29]([NH2:32])=[CH:28][CH:27]=2)[CH2:22][CH2:21][CH2:20][CH2:19]1.S([O-])([O-])(=O)=O.[Mg+2].[BH4-].[Na+]. The catalyst is C(Cl)Cl.CO. The product is [CH3:1][O:2][C:3]1[CH:10]=[C:9]([O:11][CH:12]2[CH2:17][CH2:16][CH2:15][CH2:14][O:13]2)[CH:8]=[CH:7][C:4]=1[CH2:5][NH:32][C:29]1[CH:30]=[CH:31][C:26]([O:25][CH2:24][CH2:23][N:18]2[CH2:22][CH2:21][CH2:20][CH2:19]2)=[CH:27][CH:28]=1. The yield is 0.470.